From a dataset of Retrosynthesis with 50K atom-mapped reactions and 10 reaction types from USPTO. Predict the reactants needed to synthesize the given product. (1) The reactants are: CN(C)Cc1c(OCc2ccc(C#N)nc2)ccc2c(CCC3CCN(C(=O)OC(C)(C)C)CC3)noc12. Given the product CN(C)Cc1c(OCc2ccc(C#N)nc2)ccc2c(CCC3CCNCC3)noc12, predict the reactants needed to synthesize it. (2) Given the product O=C(Oc1ccccc1[N+](=O)[O-])C(c1ccccc1)c1ccccc1, predict the reactants needed to synthesize it. The reactants are: O=C(O)C(c1ccccc1)c1ccccc1.O=[N+]([O-])c1ccccc1O. (3) Given the product CCOC(=O)CC1CCCc2c1n(Cc1ccc(Cl)cc1)c1c(Br)cc(F)cc21, predict the reactants needed to synthesize it. The reactants are: CCOC(=O)CC1CCCc2c1[nH]c1c(Br)cc(F)cc21.Clc1ccc(CBr)cc1. (4) Given the product CC(C)(C)OC(=O)N1CCC2(CC1)C(=O)N(Cc1cccc(C(=O)OCCN3CCOCC3)c1)CN2c1ccccc1, predict the reactants needed to synthesize it. The reactants are: CC(C)(C)OC(=O)N1CCC2(CC1)C(=O)N(Cc1cccc(C(=O)O)c1)CN2c1ccccc1.OCCN1CCOCC1. (5) Given the product CNC(=O)c1ccc(Cl)c(Cn2nc(-c3ncc(OC)c(Nc4ccncc4)n3)c3ccccc32)c1Cl, predict the reactants needed to synthesize it. The reactants are: CN.COc1cnc(-c2nn(Cc3c(Cl)ccc(C(=O)O)c3Cl)c3ccccc23)nc1Nc1ccncc1. (6) Given the product c1ccc(CNc2ccccc2)cc1, predict the reactants needed to synthesize it. The reactants are: Brc1ccccc1.NCc1ccccc1. (7) The reactants are: CCc1ccccc1Nc1ccnc(Cl)n1.CN(C)CC(O)COc1ccc(N)cc1. Given the product CCc1ccccc1Nc1ccnc(Nc2ccc(OCC(O)CN(C)C)cc2)n1, predict the reactants needed to synthesize it. (8) Given the product CN1CCC(c2c[nH]c3ccc(NC(=O)c4ccc(C#N)cc4)nc23)CC1, predict the reactants needed to synthesize it. The reactants are: CN1CCC(c2c[nH]c3ccc(N)nc23)CC1.N#Cc1ccc(C(=O)Cl)cc1. (9) Given the product CCOC(=O)/C=C/c1cc(Br)c(Oc2ccc([N+](=O)[O-])cc2)c(Br)c1, predict the reactants needed to synthesize it. The reactants are: C=CC(=O)OCC.O=[N+]([O-])c1ccc(Oc2c(Br)cc(OS(=O)(=O)C(F)(F)F)cc2Br)cc1. (10) Given the product Cc1nc(OCCCC2CCN(C(=O)OC(C)(C)C)CC2)ccc1C(=O)NC(CO)CO, predict the reactants needed to synthesize it. The reactants are: Cc1nc(OCCCC2CCN(C(=O)OC(C)(C)C)CC2)ccc1C(=O)O.NC(CO)CO.